Dataset: Forward reaction prediction with 1.9M reactions from USPTO patents (1976-2016). Task: Predict the product of the given reaction. (1) The product is: [Cl:12][C:6]1[N:7]=[CH:8][C:9]2[C:4]([CH:5]=1)=[CH:3][C:2]([C:18]1[N:14]([CH3:13])[N:15]=[N:16][CH:17]=1)=[CH:11][CH:10]=2. Given the reactants Br[C:2]1[CH:3]=[C:4]2[C:9](=[CH:10][CH:11]=1)[CH:8]=[N:7][C:6]([Cl:12])=[CH:5]2.[CH3:13][N:14]1[CH:18]=[CH:17][N:16]=[N:15]1.CC([O-])=O.[K+], predict the reaction product. (2) Given the reactants [C:1]([C:3]1[CH:29]=[CH:28][C:6]2[NH:7][C:8]([CH:10]([C:16]3[C:24]([O:25][CH3:26])=[CH:23][C:22]([CH3:27])=[C:21]4[C:17]=3[CH:18]=[CH:19][NH:20]4)[CH2:11][C:12](OC)=[O:13])=[N:9][C:5]=2[CH:4]=1)#[N:2].[BH4-].[Na+], predict the reaction product. The product is: [OH:13][CH2:12][CH2:11][CH:10]([C:8]1[NH:7][C:6]2[CH:28]=[CH:29][C:3]([C:1]#[N:2])=[CH:4][C:5]=2[N:9]=1)[C:16]1[C:24]([O:25][CH3:26])=[CH:23][C:22]([CH3:27])=[C:21]2[C:17]=1[CH:18]=[CH:19][NH:20]2. (3) Given the reactants [CH:1]1([CH2:4][O:5][C:6]2[CH:28]=[CH:27][C:9]3[N:10]=[C:11]([C:13]4[N:18]=[CH:17][C:16]([C:19]#[C:20][C@@H:21]([NH:23][C:24](=[O:26])[CH3:25])[CH3:22])=[CH:15][CH:14]=4)[O:12][C:8]=3[CH:7]=2)[CH2:3][CH2:2]1.CO, predict the reaction product. The product is: [CH:1]1([CH2:4][O:5][C:6]2[CH:28]=[CH:27][C:9]3[N:10]=[C:11]([C:13]4[N:18]=[CH:17][C:16]([CH2:19][CH2:20][C@@H:21]([NH:23][C:24](=[O:26])[CH3:25])[CH3:22])=[CH:15][CH:14]=4)[O:12][C:8]=3[CH:7]=2)[CH2:3][CH2:2]1.